From a dataset of Peptide-MHC class I binding affinity with 185,985 pairs from IEDB/IMGT. Regression. Given a peptide amino acid sequence and an MHC pseudo amino acid sequence, predict their binding affinity value. This is MHC class I binding data. (1) The peptide sequence is YDHALMSII. The MHC is HLA-B44:02 with pseudo-sequence HLA-B44:02. The binding affinity (normalized) is 0.181. (2) The peptide sequence is FQHERLGQF. The MHC is HLA-B46:01 with pseudo-sequence HLA-B46:01. The binding affinity (normalized) is 0.384. (3) The peptide sequence is VIEDITFLR. The MHC is HLA-A31:01 with pseudo-sequence HLA-A31:01. The binding affinity (normalized) is 0.693.